Regression/Classification. Given a drug SMILES string, predict its absorption, distribution, metabolism, or excretion properties. Task type varies by dataset: regression for continuous measurements (e.g., permeability, clearance, half-life) or binary classification for categorical outcomes (e.g., BBB penetration, CYP inhibition). For this dataset (solubility_aqsoldb), we predict Y. From a dataset of Aqueous solubility values for 9,982 compounds from the AqSolDB database. (1) The molecule is CC(C)CCCCCCCCCCOC(=O)CSCc1cc(C(C)(C)C)c(O)c(C(C)(C)C)c1. The Y is -6.79 log mol/L. (2) The molecule is C=CCC1(CCCC)C(=O)NC(=O)NC1=O. The Y is -2.17 log mol/L.